The task is: Predict the reactants needed to synthesize the given product.. This data is from Full USPTO retrosynthesis dataset with 1.9M reactions from patents (1976-2016). (1) Given the product [CH3:26][O:25][C:22]1[CH:21]=[CH:20][C:19]([C:18]([O:1][CH2:2][C:3]2[CH:4]=[CH:5][C:6]([C:7]([O-:9])=[O:8])=[CH:10][CH:11]=2)([C:27]2[CH:28]=[CH:29][CH:30]=[CH:31][CH:32]=2)[C:17]2[CH:34]=[CH:35][C:14]([O:13][CH3:12])=[CH:15][CH:16]=2)=[CH:24][CH:23]=1.[CH2:37]([NH+:36]([CH2:11][CH3:3])[CH2:41][CH3:40])[CH3:38], predict the reactants needed to synthesize it. The reactants are: [OH:1][CH2:2][C:3]1[CH:11]=[CH:10][C:6]([C:7]([OH:9])=[O:8])=[CH:5][CH:4]=1.[CH3:12][O:13][C:14]1[CH:35]=[CH:34][C:17]([C:18](Cl)([C:27]2[CH:32]=[CH:31][CH:30]=[CH:29][CH:28]=2)[C:19]2[CH:24]=[CH:23][C:22]([O:25][CH3:26])=[CH:21][CH:20]=2)=[CH:16][CH:15]=1.[N:36]1[CH:41]=[CH:40]C=[CH:38][CH:37]=1. (2) Given the product [CH3:60][C:53]1[CH:54]=[C:55]([C:57](=[O:59])[NH:38][CH2:36][CH2:37][CH2:32][CH2:33][CH2:34][CH2:35][NH:40][C:5]([C:12]2[CH:17]=[CH:16][CH:15]=[CH:14][CH:13]=2)([C:6]2[CH:7]=[CH:8][CH:9]=[CH:10][CH:11]=2)[C:18]2[CH:23]=[CH:22][CH:21]=[CH:20][CH:19]=2)[CH:56]=[C:48]([CH3:47])[C:49]=1[C:50]([OH:52])=[O:51], predict the reactants needed to synthesize it. The reactants are: C(O)(=O)C.[C:5](C(N)CCCCCN)([C:18]1[CH:23]=[CH:22][CH:21]=[CH:20][CH:19]=1)([C:12]1[CH:17]=[CH:16][CH:15]=[CH:14][CH:13]=1)[C:6]1[CH:11]=[CH:10][CH:9]=[CH:8][CH:7]=1.[CH:32]1[CH:37]=[C:36]2[N:38]=N[N:40](O)[C:35]2=[CH:34][CH:33]=1.O.C(Cl)CCl.[CH3:47][C:48]1[CH:56]=[C:55]([C:57]([OH:59])=O)[CH:54]=[C:53]([CH3:60])[C:49]=1[C:50]([OH:52])=[O:51]. (3) Given the product [F:28][C:29]([F:34])([F:33])[C:30]([OH:32])=[O:31].[C:23]([C:20]1[CH:21]=[CH:22][C:17]([O:16][C:14]([C:11]2[S:10][C:9](/[CH:8]=[C:7](\[CH3:26])/[C:6]([OH:27])=[O:5])=[CH:13][CH:12]=2)=[O:15])=[CH:18][CH:19]=1)(=[NH:24])[NH2:25], predict the reactants needed to synthesize it. The reactants are: C([O:5][C:6](=[O:27])[C:7]([CH3:26])=[CH:8][C:9]1[S:10][C:11]([C:14]([O:16][C:17]2[CH:22]=[CH:21][C:20]([C:23](=[NH:25])[NH2:24])=[CH:19][CH:18]=2)=[O:15])=[CH:12][CH:13]=1)(C)(C)C.[F:28][C:29]([F:34])([F:33])[C:30]([OH:32])=[O:31]. (4) Given the product [CH2:1]([O:4][CH2:5][CH:6]([O:9][CH2:15][CH2:16][CH2:17][CH2:18][CH2:19][CH2:20][CH2:21][CH2:22]/[CH:23]=[CH:24]\[CH2:25]/[CH:26]=[CH:27]\[CH2:28][CH2:29][CH2:30][CH2:31][CH3:32])[CH2:7][O:8][CH2:32][CH:31]=[CH2:30])[CH2:2][CH2:3][CH2:15][CH2:16][CH2:17][CH2:18][CH2:19]/[CH:20]=[CH:21]\[CH2:22]/[CH:23]=[CH:24]\[CH2:25][CH2:26][CH2:27][CH2:28][CH3:29], predict the reactants needed to synthesize it. The reactants are: [CH2:1]([O:4][CH2:5][CH:6]([OH:9])[CH2:7][OH:8])[CH:2]=[CH2:3].S(O[CH2:15][CH2:16][CH2:17][CH2:18][CH2:19][CH2:20][CH2:21][CH2:22]/[CH:23]=[CH:24]\[CH2:25]/[CH:26]=[CH:27]\[CH2:28][CH2:29][CH2:30][CH2:31][CH3:32])(=O)(=O)C.[OH-].[Na+]. (5) Given the product [CH3:43][NH:44][C:3]1[N:4]=[CH:5][C:6]2[C:7](=[O:27])[N:8]([C:17]3[CH:18]=[CH:19][CH:20]=[C:21]4[C:26]=3[N:25]=[CH:24][CH:23]=[CH:22]4)[CH2:9][C@@H:10]3[CH2:16][CH2:15][CH2:14][N:11]3[C:12]=2[N:13]=1, predict the reactants needed to synthesize it. The reactants are: CS[C:3]1[N:4]=[CH:5][C:6]2[C:7](=[O:27])[N:8]([C:17]3[CH:18]=[CH:19][CH:20]=[C:21]4[C:26]=3[N:25]=[CH:24][CH:23]=[CH:22]4)[CH2:9][C@@H:10]3[CH2:16][CH2:15][CH2:14][N:11]3[C:12]=2[N:13]=1.C1C=C(Cl)C=C(C(OO)=O)C=1.C(Cl)(Cl)Cl.[CH3:43][NH2:44].C1COCC1. (6) Given the product [F:45][CH:44]([F:46])[CH2:43][O:23][C:11]1[C:10]2[C:9](=[O:24])[N:8]([C:7]3[CH:6]=[CH:5][C:4]([CH2:25][C:26]([O:28][CH2:29][CH3:30])=[O:27])=[CH:3][C:2]=3[Cl:1])[C:16](=[O:17])[C:15]=2[C:14]([O:18][CH2:43][CH:44]([F:45])[F:46])=[C:13]2[CH:19]=[CH:20][CH:21]=[CH:22][C:12]=12, predict the reactants needed to synthesize it. The reactants are: [Cl:1][C:2]1[CH:3]=[C:4]([CH2:25][C:26]([O:28][CH2:29][CH3:30])=[O:27])[CH:5]=[CH:6][C:7]=1[N:8]1[C:16](=[O:17])[C:15]2[C:14]([OH:18])=[C:13]3[CH:19]=[CH:20][CH:21]=[CH:22][C:12]3=[C:11]([OH:23])[C:10]=2[C:9]1=[O:24].C(=O)([O-])[O-].[Na+].[Na+].FC(F)(F)S(O[CH2:43][CH:44]([F:46])[F:45])(=O)=O.O.